This data is from Catalyst prediction with 721,799 reactions and 888 catalyst types from USPTO. The task is: Predict which catalyst facilitates the given reaction. (1) Reactant: [NH2:1][C:2]1[C:9]([Br:10])=[CH:8][CH:7]=[CH:6][C:3]=1[C:4]#[N:5].CS(O)(=O)=O.[CH:16]([N:19]1[CH2:23][C:22](OC)=[CH:21][C:20]1=[O:26])([CH3:18])[CH3:17]. Product: [Br:10][C:9]1[C:2]([NH:1][C:22]2[CH2:23][N:19]([CH:16]([CH3:18])[CH3:17])[C:20](=[O:26])[CH:21]=2)=[C:3]([CH:6]=[CH:7][CH:8]=1)[C:4]#[N:5]. The catalyst class is: 15. (2) Reactant: [CH3:1][N:2]1[CH:6]=[C:5]([C:7]2[N:12]=[C:11]([NH:13][CH2:14][C:15]3[CH:16]=[C:17]4[C:22](=[CH:23][CH:24]=3)[N:21]=[CH:20][CH:19]=[CH:18]4)[C:10]([N+:25]([O-])=O)=[C:9](N)[CH:8]=2)[CH:4]=[N:3]1.C[OH:30]. Product: [NH2:25][C:10]1[C:11]([NH:13][CH2:14][C:15]2[CH:16]=[C:17]3[C:22](=[CH:23][CH:24]=2)[N:21]=[CH:20][CH:19]=[CH:18]3)=[N:12][C:7]([C:5]2[CH:4]=[N:3][N:2]([CH3:1])[CH:6]=2)=[CH:8][C:9]=1[OH:30]. The catalyst class is: 45. (3) Reactant: [CH2:1]([N:4]1[CH2:9][CH2:8][N:7]([C:10]2[CH:15]=[CH:14][C:13]([C:16](=[O:18])[CH3:17])=[CH:12][CH:11]=2)[CH2:6][CH2:5]1)[CH2:2][CH3:3].[OH-:19].[Na+]. Product: [CH2:3]([O:19][C:10]1[CH:15]=[CH:14][C:13](/[CH:16]=[CH:17]/[C:16]([C:13]2[CH:14]=[CH:15][C:10]([N:7]3[CH2:8][CH2:9][N:4]([CH2:1][CH2:2][CH3:3])[CH2:5][CH2:6]3)=[CH:11][CH:12]=2)=[O:18])=[CH:12][CH:11]=1)[C:2]#[CH:1]. The catalyst class is: 5. (4) Reactant: [C:1]([O:5][C:6]([NH:8][CH2:9][C:10]1[N:11]([CH2:29][CH:30]([CH3:32])[CH3:31])[C:12](=[O:28])[C:13]2[C:18]([C:19]=1[C:20]1[S:21][CH:22]=[CH:23][CH:24]=1)=[CH:17][C:16]([C:25]([OH:27])=O)=[CH:15][CH:14]=2)=[O:7])([CH3:4])([CH3:3])[CH3:2].Cl.C([N:36]=C=NCCCN(C)C)C.[NH4+].ON1C2C=CC=CC=2N=N1.O. Product: [NH2:36][C:25]([C:16]1[CH:17]=[C:18]2[C:13](=[CH:14][CH:15]=1)[C:12](=[O:28])[N:11]([CH2:29][CH:30]([CH3:32])[CH3:31])[C:10]([CH2:9][NH:8][C:6](=[O:7])[O:5][C:1]([CH3:4])([CH3:2])[CH3:3])=[C:19]2[C:20]1[S:21][CH:22]=[CH:23][CH:24]=1)=[O:27]. The catalyst class is: 9. (5) Reactant: I[C:2]1[C:7]([O:8][C:9]2[C:18]3[C:13](=[CH:14][C:15]([O:21][CH3:22])=[C:16]([O:19][CH3:20])[CH:17]=3)[N:12]=[CH:11][CH:10]=2)=[CH:6][CH:5]=[C:4]([CH3:23])[N:3]=1.[CH3:24][O:25][C:26]1[CH:27]=[C:28](B(O)O)[CH:29]=[CH:30][CH:31]=1.C(=O)([O-])O.[Na+]. Product: [CH3:20][O:19][C:16]1[CH:17]=[C:18]2[C:13](=[CH:14][C:15]=1[O:21][CH3:22])[N:12]=[CH:11][CH:10]=[C:9]2[O:8][C:7]1[C:2]([C:30]2[CH:29]=[CH:28][CH:27]=[C:26]([O:25][CH3:24])[CH:31]=2)=[N:3][C:4]([CH3:23])=[CH:5][CH:6]=1. The catalyst class is: 11. (6) Reactant: [OH2:1].[F:2][C:3]([F:13])([F:12])[C:4]1[CH:9]=[CH:8][CH:7]=[C:6]([CH:10]=[CH2:11])[CH:5]=1.S([O-])([O-])=[O:15].[Na+].[Na+].C(=O)(O)[O-].[Na+]. Product: [F:2][C:3]([F:12])([F:13])[C:4]1[CH:5]=[C:6]([C@@H:10]([OH:15])[CH2:11][OH:1])[CH:7]=[CH:8][CH:9]=1. The catalyst class is: 107. (7) Reactant: C[O:2][C:3](=[O:33])[C:4]1[CH:9]=[CH:8][CH:7]=[C:6]([CH2:10][N:11]2[CH2:16][CH2:15][CH2:14][C:13]([C:25]3[CH:30]=[CH:29][C:28]([O:31][CH3:32])=[CH:27][CH:26]=3)([C:17]3[CH:22]=[CH:21][C:20]([O:23][CH3:24])=[CH:19][CH:18]=3)[CH2:12]2)[CH:5]=1.[Li+:34].[OH-]. Product: [CH3:24][O:23][C:20]1[CH:19]=[CH:18][C:17]([C:13]2([C:25]3[CH:26]=[CH:27][C:28]([O:31][CH3:32])=[CH:29][CH:30]=3)[CH2:14][CH2:15][CH2:16][N:11]([CH2:10][C:6]3[CH:5]=[C:4]([CH:9]=[CH:8][CH:7]=3)[C:3]([O-:33])=[O:2])[CH2:12]2)=[CH:22][CH:21]=1.[Li+:34]. The catalyst class is: 87.